From a dataset of Buchwald-Hartwig C-N cross coupling reaction yields with 55,370 reactions. Predict the reaction yield, written as a fraction of the theoretical maximum amount of product (1.0 means a 100% yield; for example, 0.34 means a 34% yield). (1) The reactants are CCc1ccc(Cl)cc1.Cc1ccc(N)cc1.O=S(=O)(O[Pd]1c2ccccc2-c2ccccc2N~1)C(F)(F)F.CC(C)c1cc(C(C)C)c(-c2ccccc2P(C(C)(C)C)C(C)(C)C)c(C(C)C)c1.CN1CCCN2CCCN=C12.Fc1cccc(F)c1-c1ccno1. No catalyst specified. The product is CCc1ccc(Nc2ccc(C)cc2)cc1. The yield is 0.113. (2) The reactants are Clc1cccnc1.Cc1ccc(N)cc1.O=S(=O)(O[Pd]1c2ccccc2-c2ccccc2N~1)C(F)(F)F.COc1ccc(OC)c(P(C(C)(C)C)C(C)(C)C)c1-c1c(C(C)C)cc(C(C)C)cc1C(C)C.CCN=P(N=P(N(C)C)(N(C)C)N(C)C)(N(C)C)N(C)C.c1ccc2oncc2c1. No catalyst specified. The product is Cc1ccc(Nc2cccnc2)cc1. The yield is 0.361. (3) The yield is 0.106. The reactants are COc1ccc(Br)cc1.Cc1ccc(N)cc1.O=S(=O)(O[Pd]1c2ccccc2-c2ccccc2N~1)C(F)(F)F.COc1ccc(OC)c(P([C@]23C[C@H]4C[C@H](C[C@H](C4)C2)C3)[C@]23C[C@H]4C[C@H](C[C@H](C4)C2)C3)c1-c1c(C(C)C)cc(C(C)C)cc1C(C)C.CCN=P(N=P(N(C)C)(N(C)C)N(C)C)(N(C)C)N(C)C.CCOC(=O)c1cnoc1C. No catalyst specified. The product is COc1ccc(Nc2ccc(C)cc2)cc1. (4) The reactants are CCc1ccc(Br)cc1.Cc1ccc(N)cc1.O=S(=O)(O[Pd]1c2ccccc2-c2ccccc2N~1)C(F)(F)F.COc1ccc(OC)c(P([C@]23C[C@H]4C[C@H](C[C@H](C4)C2)C3)[C@]23C[C@H]4C[C@H](C[C@H](C4)C2)C3)c1-c1c(C(C)C)cc(C(C)C)cc1C(C)C.CN(C)C(=NC(C)(C)C)N(C)C.c1ccc(CN(Cc2ccccc2)c2ccon2)cc1. No catalyst specified. The product is CCc1ccc(Nc2ccc(C)cc2)cc1. The yield is 0.586. (5) The reactants are COc1ccc(I)cc1.Cc1ccc(N)cc1.O=S(=O)(O[Pd]1c2ccccc2-c2ccccc2N~1)C(F)(F)F.COc1ccc(OC)c(P(C(C)(C)C)C(C)(C)C)c1-c1c(C(C)C)cc(C(C)C)cc1C(C)C.CN(C)C(=NC(C)(C)C)N(C)C.Cc1cc(-n2cccc2)no1. No catalyst specified. The product is COc1ccc(Nc2ccc(C)cc2)cc1. The yield is 0.411.